Dataset: NCI-60 drug combinations with 297,098 pairs across 59 cell lines. Task: Regression. Given two drug SMILES strings and cell line genomic features, predict the synergy score measuring deviation from expected non-interaction effect. (1) Drug 1: CCC1=CC2CC(C3=C(CN(C2)C1)C4=CC=CC=C4N3)(C5=C(C=C6C(=C5)C78CCN9C7C(C=CC9)(C(C(C8N6C)(C(=O)OC)O)OC(=O)C)CC)OC)C(=O)OC.C(C(C(=O)O)O)(C(=O)O)O. Drug 2: CC(C)NC(=O)C1=CC=C(C=C1)CNNC.Cl. Cell line: UACC-257. Synergy scores: CSS=16.0, Synergy_ZIP=-6.15, Synergy_Bliss=1.85, Synergy_Loewe=-20.8, Synergy_HSA=-1.70. (2) Drug 1: CC(C)(C#N)C1=CC(=CC(=C1)CN2C=NC=N2)C(C)(C)C#N. Drug 2: C(CCl)NC(=O)N(CCCl)N=O. Cell line: SF-268. Synergy scores: CSS=5.96, Synergy_ZIP=-3.91, Synergy_Bliss=-6.10, Synergy_Loewe=-5.91, Synergy_HSA=-6.99. (3) Drug 1: C(CC(=O)O)C(=O)CN.Cl. Drug 2: CC12CCC3C(C1CCC2OP(=O)(O)O)CCC4=C3C=CC(=C4)OC(=O)N(CCCl)CCCl.[Na+]. Cell line: SK-MEL-28. Synergy scores: CSS=21.6, Synergy_ZIP=-10.1, Synergy_Bliss=-5.52, Synergy_Loewe=-8.29, Synergy_HSA=-4.92. (4) Drug 1: CN(CC1=CN=C2C(=N1)C(=NC(=N2)N)N)C3=CC=C(C=C3)C(=O)NC(CCC(=O)O)C(=O)O. Drug 2: C(CN)CNCCSP(=O)(O)O. Cell line: HOP-62. Synergy scores: CSS=38.9, Synergy_ZIP=-6.88, Synergy_Bliss=-1.92, Synergy_Loewe=-66.4, Synergy_HSA=0.108. (5) Drug 1: CC(CN1CC(=O)NC(=O)C1)N2CC(=O)NC(=O)C2. Drug 2: C1C(C(OC1N2C=NC(=NC2=O)N)CO)O. Cell line: MALME-3M. Synergy scores: CSS=13.6, Synergy_ZIP=-4.28, Synergy_Bliss=1.77, Synergy_Loewe=-3.21, Synergy_HSA=1.96.